From a dataset of Full USPTO retrosynthesis dataset with 1.9M reactions from patents (1976-2016). Predict the reactants needed to synthesize the given product. (1) Given the product [ClH:32].[F:24][C:2]([F:1])([F:25])[C:3]1[CH:8]=[CH:7][CH:6]=[CH:5][C:4]=1[N:9]1[CH2:10][CH:11]2[CH:12]([CH2:14][NH:15][CH2:16]2)[CH2:13]1, predict the reactants needed to synthesize it. The reactants are: [F:1][C:2]([F:25])([F:24])[C:3]1[CH:8]=[CH:7][CH:6]=[CH:5][C:4]=1[N:9]1[CH2:13][CH:12]2[CH2:14][N:15](C(OC(C)(C)C)=O)[CH2:16][CH:11]2[CH2:10]1.O1CCOCC1.[ClH:32]. (2) Given the product [O:18]1[CH2:23][CH2:22][CH2:21][CH2:20][CH:19]1[O:24][C@H:25]1[CH2:30][CH2:29][CH2:28][C@@H:27]([CH2:31][O:32][CH2:2][C:3]([O:5][C:6]([CH3:9])([CH3:8])[CH3:7])=[O:4])[CH2:26]1, predict the reactants needed to synthesize it. The reactants are: Br[CH2:2][C:3]([O:5][C:6]([CH3:9])([CH3:8])[CH3:7])=[O:4].[OH-].[Na+].CC(OC)(C)C.[O:18]1[CH2:23][CH2:22][CH2:21][CH2:20][CH:19]1[O:24][C@H:25]1[CH2:30][CH2:29][CH2:28][C@@H:27]([CH2:31][OH:32])[CH2:26]1. (3) The reactants are: [N:1]1([CH2:6][C@@H:7]2[C@H:10]([NH:11]C(=O)OCC3C=CC=CC=3)[C:9](=[O:22])[NH:8]2)[CH:5]=[N:4][CH:3]=[N:2]1. Given the product [N:1]1([CH2:6][C@H:7]2[NH:8][C:9](=[O:22])[C@H:10]2[NH2:11])[CH:5]=[N:4][CH:3]=[N:2]1, predict the reactants needed to synthesize it. (4) The reactants are: [CH3:1][S-:2].[Na+].O1CCCC1.[CH:9]([C:13]1[C:14](Cl)=[N:15][C:16]([N:26]2[CH:30]=[CH:29][CH:28]=[N:27]2)=[N:17][C:18]=1[N:19]1[CH2:24][CH2:23][CH:22]([CH3:25])[CH2:21][CH2:20]1)([CH2:11][CH3:12])[CH3:10]. Given the product [CH:9]([C:13]1[C:14]([S:2][CH3:1])=[N:15][C:16]([N:26]2[CH:30]=[CH:29][CH:28]=[N:27]2)=[N:17][C:18]=1[N:19]1[CH2:24][CH2:23][CH:22]([CH3:25])[CH2:21][CH2:20]1)([CH2:11][CH3:12])[CH3:10], predict the reactants needed to synthesize it. (5) Given the product [NH:31]1[CH:3]=[C:4]([CH2:5][N:6]2[CH:10]=[C:9]([C:11]([O:13][CH2:14][CH3:15])=[O:12])[CH:8]=[N:7]2)[N:33]=[N:32]1, predict the reactants needed to synthesize it. The reactants are: C[Si](C)(C)[C:3]#[C:4][CH2:5][N:6]1[CH:10]=[C:9]([C:11]([O:13][CH2:14][CH3:15])=[O:12])[CH:8]=[N:7]1.[Na].O=C1O[C@H]([C@H](CO)O)C(O)=C1O.[N:31]([Si](C)(C)C)=[N+:32]=[N-:33].